Dataset: Reaction yield outcomes from USPTO patents with 853,638 reactions. Task: Predict the reaction yield, written as a fraction of the theoretical maximum amount of product (1.0 means a 100% yield; for example, 0.34 means a 34% yield). (1) The reactants are [CH3:1][O:2][C:3]([C:5]1[C:13]([NH:14][C:15]2[CH:20]=[CH:19][CH:18]=[CH:17][CH:16]=2)=[C:12]([Cl:21])[C:8]2[N:9]=[CH:10][NH:11][C:7]=2[CH:6]=1)=[O:4].C1C(=O)N([Br:29])C(=O)C1. The catalyst is CN(C=O)C. The product is [CH3:1][O:2][C:3]([C:5]1[C:13]([NH:14][C:15]2[CH:16]=[CH:17][C:18]([Br:29])=[CH:19][CH:20]=2)=[C:12]([Cl:21])[C:8]2[N:9]=[CH:10][NH:11][C:7]=2[CH:6]=1)=[O:4]. The yield is 0.540. (2) The reactants are C([O:3][C:4]([C:6]1[N:7]([CH2:13][O:14][CH2:15][CH2:16][Si:17]([CH3:20])([CH3:19])[CH3:18])[CH:8]=[C:9]([C:11]#[N:12])[N:10]=1)=[O:5])C.[OH-].[K+:22]. The catalyst is C(O)C. The product is [K+:22].[C:11]([C:9]1[N:10]=[C:6]([C:4]([O-:5])=[O:3])[N:7]([CH2:13][O:14][CH2:15][CH2:16][Si:17]([CH3:18])([CH3:19])[CH3:20])[CH:8]=1)#[N:12]. The yield is 1.00. (3) The reactants are [F:1][C:2]1[CH:7]=[CH:6][C:5]([O:8][CH3:9])=[CH:4][C:3]=1[C:10]1[N:14]([S:15]([C:18]2[CH:19]=[N:20][CH:21]=[CH:22][CH:23]=2)(=[O:17])=[O:16])[CH:13]=[C:12]([CH2:24][N:25](C)[C:26](=O)[O:27][C:28]([CH3:31])(C)C)[CH:11]=1.[C:34]([O:37]CC)(=[O:36])[CH3:35].Cl.C([OH:43])C. No catalyst specified. The product is [C:28]([OH:43])(=[O:27])/[CH:31]=[CH:35]/[C:34]([OH:37])=[O:36].[F:1][C:2]1[CH:7]=[CH:6][C:5]([O:8][CH3:9])=[CH:4][C:3]=1[C:10]1[N:14]([S:15]([C:18]2[CH:19]=[N:20][CH:21]=[CH:22][CH:23]=2)(=[O:17])=[O:16])[CH:13]=[C:12]([CH2:24][NH:25][CH3:26])[CH:11]=1. The yield is 0.780. (4) The reactants are [Cl:1][C:2]1[C:3]([O:12][C:13]2[CH:18]=[C:17]([O:19][CH2:20][CH2:21][O:22][CH3:23])[CH:16]=[CH:15][C:14]=2[CH2:24][CH2:25][CH2:26][OH:27])=[N:4][CH:5]=[C:6]([C:8]([F:11])([F:10])[F:9])[CH:7]=1.[NH:28]1[CH2:33][CH2:32][O:31][CH2:30][CH2:29]1.O.CN(C)[CH:37]=[O:38]. No catalyst specified. The product is [N:28]1([C:37]([O:27][CH2:26][CH2:25][CH2:24][C:14]2[CH:15]=[CH:16][C:17]([O:19][CH2:20][CH2:21][O:22][CH3:23])=[CH:18][C:13]=2[O:12][C:3]2[C:2]([Cl:1])=[CH:7][C:6]([C:8]([F:9])([F:11])[F:10])=[CH:5][N:4]=2)=[O:38])[CH2:33][CH2:32][O:31][CH2:30][CH2:29]1. The yield is 0.980. (5) The reactants are Cl.Cl.[CH3:3][C@H:4]1[C:12]2[C:11]([N:13]3[CH2:18][CH2:17][NH:16][CH2:15][CH2:14]3)=[N:10][CH:9]=[N:8][C:7]=2[C@H:6]([OH:19])[CH2:5]1.[C:20]([O:24][C:25]([NH:27][CH2:28][C@H:29]([C:33]1[CH:38]=[CH:37][C:36]([Cl:39])=[CH:35][CH:34]=1)[C:30](O)=[O:31])=[O:26])([CH3:23])([CH3:22])[CH3:21].C(N(C(C)C)CC)(C)C.CN(C(ON1N=NC2C=CC=CC1=2)=[N+](C)C)C.F[P-](F)(F)(F)(F)F. The catalyst is C(Cl)Cl. The product is [Cl:39][C:36]1[CH:37]=[CH:38][C:33]([C@H:29]([C:30]([N:16]2[CH2:15][CH2:14][N:13]([C:11]3[C:12]4[C@H:4]([CH3:3])[CH2:5][C@@H:6]([OH:19])[C:7]=4[N:8]=[CH:9][N:10]=3)[CH2:18][CH2:17]2)=[O:31])[CH2:28][NH:27][C:25](=[O:26])[O:24][C:20]([CH3:23])([CH3:21])[CH3:22])=[CH:34][CH:35]=1. The yield is 0.780. (6) The reactants are [F:1][C:2]1[C:3]([N+:12]([O-])=O)=[C:4]([CH2:8][C:9](O)=[O:10])[CH:5]=[CH:6][CH:7]=1. The catalyst is C(O)(=O)C.[Pd]. The product is [F:1][C:2]1[CH:7]=[CH:6][CH:5]=[C:4]2[C:3]=1[NH:12][C:9](=[O:10])[CH2:8]2. The yield is 0.830.